Dataset: Peptide-MHC class II binding affinity with 134,281 pairs from IEDB. Task: Regression. Given a peptide amino acid sequence and an MHC pseudo amino acid sequence, predict their binding affinity value. This is MHC class II binding data. (1) The peptide sequence is DDEVLIEVNPPFGDS. The MHC is DRB1_0301 with pseudo-sequence DRB1_0301. The binding affinity (normalized) is 0.357. (2) The peptide sequence is EQISVLRKAFDAFDR. The MHC is HLA-DPA10201-DPB10101 with pseudo-sequence HLA-DPA10201-DPB10101. The binding affinity (normalized) is 0.246. (3) The peptide sequence is GIAFGSMAKKGDEQK. The MHC is HLA-DQA10301-DQB10302 with pseudo-sequence HLA-DQA10301-DQB10302. The binding affinity (normalized) is 0.115. (4) The peptide sequence is DCCMEILGAVLEAVD. The MHC is DRB5_0101 with pseudo-sequence DRB5_0101. The binding affinity (normalized) is 0.241.